Dataset: Full USPTO retrosynthesis dataset with 1.9M reactions from patents (1976-2016). Task: Predict the reactants needed to synthesize the given product. (1) Given the product [NH:18]1[C:14]([CH:12]([OH:13])[CH2:11][N:7]2[C:8]3[CH:9]=[CH:10][C:2]([CH3:1])=[CH:3][C:4]=3[C:5]3[CH:44]4[N:40]([CH2:39][CH2:38][C:6]2=3)[CH2:41][CH2:42][CH2:43]4)=[CH:15][N:16]=[CH:17]1, predict the reactants needed to synthesize it. The reactants are: [CH3:1][C:2]1[CH:10]=[CH:9][C:8]2[N:7]([CH2:11][CH:12]([C:14]3[N:18](C(C4C=CC=CC=4)(C4C=CC=CC=4)C4C=CC=CC=4)[CH:17]=[N:16][CH:15]=3)[OH:13])[C:6]3[CH2:38][CH2:39][N:40]4[CH:44]([C:5]=3[C:4]=2[CH:3]=1)[CH2:43][CH2:42][CH2:41]4.C(=O)(O)[O-].[Na+]. (2) Given the product [F:25][C:26]([F:31])([F:30])[C:27]([OH:29])=[O:28].[CH3:1][C@H:2]([O:6][C:7]1[N:15]=[C:14]2[C:10]([N:11]=[C:12]([O:22][CH3:23])[NH:13]2)=[C:9]([NH2:24])[N:8]=1)[CH2:3][CH2:4][CH3:5], predict the reactants needed to synthesize it. The reactants are: [CH3:1][C@H:2]([O:6][C:7]1[N:15]=[C:14]2[C:10]([N:11]=[C:12]([O:22][CH3:23])[N:13]2C2CCCCO2)=[C:9]([NH2:24])[N:8]=1)[CH2:3][CH2:4][CH3:5].[F:25][C:26]([F:31])([F:30])[C:27]([OH:29])=[O:28]. (3) Given the product [CH3:12][O:11][C:7]1[CH:6]=[C:5](/[CH:13]=[CH:14]/[CH:15]=[CH:16]/[C:17]([N:19]2[CH2:24][CH2:23][N:22]([C:25](=[O:42])/[CH:26]=[CH:27]/[CH:28]=[CH:29]/[C:30]3[CH:31]=[C:32]([O:40][CH3:41])[C:33]([O:38][CH3:39])=[C:34]([O:36][CH3:37])[CH:35]=3)[CH2:21][CH:20]2[C:43]([N:60]([CH3:59])[OH:61])=[O:45])=[O:18])[CH:4]=[C:3]([O:2][CH3:1])[C:8]=1[O:9][CH3:10], predict the reactants needed to synthesize it. The reactants are: [CH3:1][O:2][C:3]1[CH:4]=[C:5](/[CH:13]=[CH:14]/[CH:15]=[CH:16]/[C:17]([N:19]2[CH2:24][CH2:23][N:22]([C:25](=[O:42])/[CH:26]=[CH:27]/[CH:28]=[CH:29]/[C:30]3[CH:35]=[C:34]([O:36][CH3:37])[C:33]([O:38][CH3:39])=[C:32]([O:40][CH3:41])[CH:31]=3)[CH2:21][CH:20]2[C:43]([OH:45])=O)=[O:18])[CH:6]=[C:7]([O:11][CH3:12])[C:8]=1[O:9][CH3:10].C(N1C=CN=C1)(N1C=CN=C1)=O.Cl.[CH3:59][NH:60][OH:61].C(N(CC)CC)C.Cl. (4) The reactants are: [CH3:1][NH:2][CH3:3].[CH:4]([O:7][C:8]([N:10]1[CH2:16][CH2:15][CH2:14][CH:13]([N:17]([C:33](=[O:35])[CH3:34])[CH2:18][C:19]2[CH:24]=[C:23]([C:25]([F:28])([F:27])[F:26])[CH:22]=[C:21]([C:29]([F:32])([F:31])[F:30])[CH:20]=2)[C:12]2[N:36]=[C:37](Cl)[CH:38]=[CH:39][C:11]1=2)=[O:9])([CH3:6])[CH3:5].O. Given the product [CH:4]([O:7][C:8]([N:10]1[CH2:16][CH2:15][CH2:14][CH:13]([N:17]([C:33](=[O:35])[CH3:34])[CH2:18][C:19]2[CH:24]=[C:23]([C:25]([F:28])([F:27])[F:26])[CH:22]=[C:21]([C:29]([F:32])([F:31])[F:30])[CH:20]=2)[C:12]2[N:36]=[C:37]([N:2]([CH3:3])[CH3:1])[CH:38]=[CH:39][C:11]1=2)=[O:9])([CH3:6])[CH3:5], predict the reactants needed to synthesize it. (5) The reactants are: [NH:1]1[CH:5]=[CH:4][C:3](=[O:6])[NH:2]1.N1C=CC=CC=1.[C:13](OC(=O)C)(=[O:15])[CH3:14]. Given the product [C:13]([N:1]1[CH:5]=[CH:4][C:3](=[O:6])[NH:2]1)(=[O:15])[CH3:14], predict the reactants needed to synthesize it.